Dataset: TCR-epitope binding with 47,182 pairs between 192 epitopes and 23,139 TCRs. Task: Binary Classification. Given a T-cell receptor sequence (or CDR3 region) and an epitope sequence, predict whether binding occurs between them. (1) The epitope is RPPIFIRRL. The TCR CDR3 sequence is CAYRGSNQPQHF. Result: 0 (the TCR does not bind to the epitope). (2) The epitope is GLCTLVAML. The TCR CDR3 sequence is CASSLDQQWEAPYNEQFF. Result: 0 (the TCR does not bind to the epitope). (3) The epitope is ILGLPTQTV. The TCR CDR3 sequence is CASSQELPLAGGTDTQYF. Result: 1 (the TCR binds to the epitope). (4) The epitope is TLVPQEHYV. The TCR CDR3 sequence is CASSPRDFSPTDTQYF. Result: 0 (the TCR does not bind to the epitope). (5) The epitope is YIFFASFYY. The TCR CDR3 sequence is CASSLGGYEQFF. Result: 0 (the TCR does not bind to the epitope). (6) The epitope is ILKEPVHGV. The TCR CDR3 sequence is CASRGSLNQPQHF. Result: 0 (the TCR does not bind to the epitope).